This data is from Catalyst prediction with 721,799 reactions and 888 catalyst types from USPTO. The task is: Predict which catalyst facilitates the given reaction. (1) Reactant: C([O:5][C:6](=O)[NH:7][C:8]1([C:11](=[O:30])[NH:12][C:13]2[CH:18]=[CH:17][C:16]([C:19]3[CH:24]=[CH:23][CH:22]=[CH:21][C:20]=3[S:25]([CH3:28])(=[O:27])=[O:26])=[CH:15][C:14]=2[F:29])[CH2:10][CH2:9]1)(C)(C)C.C(O)(C(F)(F)F)=O.C(N(CC)CC)C.[Cl:46][C:47]1[CH:52]=[CH:51][C:50]([N:53]=C=O)=[CH:49][CH:48]=1. Product: [F:29][C:14]1[CH:15]=[C:16]([C:19]2[CH:24]=[CH:23][CH:22]=[CH:21][C:20]=2[S:25]([CH3:28])(=[O:27])=[O:26])[CH:17]=[CH:18][C:13]=1[NH:12][C:11]([C:8]1([NH:7][C:6]([NH:53][C:50]2[CH:51]=[CH:52][C:47]([Cl:46])=[CH:48][CH:49]=2)=[O:5])[CH2:10][CH2:9]1)=[O:30]. The catalyst class is: 2. (2) Reactant: [N+:1]([C:4]1[CH:9]=[CH:8][C:7]([C:10]2[CH:15]=[CH:14][C:13]([C:16]34[CH2:23][CH2:22][C:19]([CH2:24][C:25]([O:27][CH3:28])=[O:26])([CH2:20][CH2:21]3)[O:18][CH2:17]4)=[CH:12][CH:11]=2)=[CH:6][CH:5]=1)([O-])=O.CCOC(C)=O.[H][H]. Product: [NH2:1][C:4]1[CH:5]=[CH:6][C:7]([C:10]2[CH:11]=[CH:12][C:13]([C:16]34[CH2:21][CH2:20][C:19]([CH2:24][C:25]([O:27][CH3:28])=[O:26])([CH2:22][CH2:23]3)[O:18][CH2:17]4)=[CH:14][CH:15]=2)=[CH:8][CH:9]=1. The catalyst class is: 563. (3) Reactant: [CH3:1][O:2][N:3]([CH3:27])[C:4]([C:6]1[C:7]([C:15]2[C:20]([O:21][CH3:22])=[CH:19][CH:18]=[CH:17][C:16]=2[O:23][CH2:24][O:25][CH3:26])=[CH:8][CH:9]=[C:10]([N+:12]([O-])=O)[CH:11]=1)=[O:5]. Product: [CH3:1][O:2][N:3]([CH3:27])[C:4]([C:6]1[C:7]([C:15]2[C:20]([O:21][CH3:22])=[CH:19][CH:18]=[CH:17][C:16]=2[O:23][CH2:24][O:25][CH3:26])=[CH:8][CH:9]=[C:10]([NH2:12])[CH:11]=1)=[O:5]. The catalyst class is: 19. (4) Reactant: CC(OI1(OC(C)=O)(OC(C)=O)OC(=O)C2C=CC=CC1=2)=O.[Cl:23][C:24]1[C:25]([CH:33]([CH:35]2[CH2:38][CH2:37][CH2:36]2)[OH:34])=[C:26]2[CH:32]=[CH:31][NH:30][C:27]2=[N:28][CH:29]=1. Product: [Cl:23][C:24]1[C:25]([C:33]([CH:35]2[CH2:36][CH2:37][CH2:38]2)=[O:34])=[C:26]2[CH:32]=[CH:31][NH:30][C:27]2=[N:28][CH:29]=1. The catalyst class is: 2. (5) Reactant: [CH3:1][O:2][C:3]1[CH:4]=[C:5]([N:11]=[C:12]=S)[CH:6]=[C:7]([O:9][CH3:10])[CH:8]=1.C(N=C=NC(C)C)(C)C.[NH2:23][C:24]1[CH:25]=[C:26]([CH:31]=[CH:32][C:33]=1[NH:34][CH2:35][CH2:36][CH2:37][N:38]([CH3:47])[CH2:39][CH2:40][C:41]1[CH:46]=[CH:45][CH:44]=[CH:43][N:42]=1)[C:27]([O:29][CH3:30])=[O:28]. Product: [CH3:30][O:29][C:27]([C:26]1[CH:31]=[CH:32][C:33]2[N:34]([CH2:35][CH2:36][CH2:37][N:38]([CH3:47])[CH2:39][CH2:40][C:41]3[CH:46]=[CH:45][CH:44]=[CH:43][N:42]=3)[C:12]([NH:11][C:5]3[CH:4]=[C:3]([O:2][CH3:1])[CH:8]=[C:7]([O:9][CH3:10])[CH:6]=3)=[N:23][C:24]=2[CH:25]=1)=[O:28]. The catalyst class is: 7. (6) Reactant: [CH3:1][O:2][C:3]1[CH:4]=[C:5]([C:13]2[S:14][C:15]3[CH:21]=[CH:20][CH:19]=[CH:18][C:16]=3[N:17]=2)[CH:6]=[C:7]([O:11][CH3:12])[C:8]=1[O:9]C.[Cl-].[Cl-].[Cl-].[Al+3].Cl. Product: [OH:9][C:8]1[C:3]([O:2][CH3:1])=[CH:4][C:5]([C:13]2[S:14][C:15]3[CH:21]=[CH:20][CH:19]=[CH:18][C:16]=3[N:17]=2)=[CH:6][C:7]=1[O:11][CH3:12]. The catalyst class is: 534. (7) Product: [CH2:1]([O:8][C:9]1[CH:10]=[C:11]2[C:15](=[CH:16][CH:17]=1)[NH:14][CH:13]=[C:12]2[CH2:22][CH:21]([N+:18]([O-:20])=[O:19])[CH3:23])[C:2]1[CH:3]=[CH:4][CH:5]=[CH:6][CH:7]=1. Reactant: [CH2:1]([O:8][C:9]1[CH:10]=[C:11]2[C:15](=[CH:16][CH:17]=1)[NH:14][CH:13]=[CH:12]2)[C:2]1[CH:7]=[CH:6][CH:5]=[CH:4][CH:3]=1.[N+:18]([C:21]([CH3:23])=[CH2:22])([O-:20])=[O:19]. The catalyst class is: 48.